Dataset: Catalyst prediction with 721,799 reactions and 888 catalyst types from USPTO. Task: Predict which catalyst facilitates the given reaction. Reactant: [Cl:1][C:2]1[N:7]=[CH:6][C:5]([C:8]2[NH:13][C:12](=O)[C:11]3=[C:15]([CH3:19])[N:16]=[C:17]([CH3:18])[N:10]3[N:9]=2)=[CH:4][CH:3]=1.P(Cl)(Cl)(Cl)=O.[NH:25]1[CH:29]=[N:28][CH:27]=[N:26]1.N1C=CC=CC=1. Product: [Cl:1][C:2]1[N:7]=[CH:6][C:5]([C:8]2[N:13]=[C:12]([N:25]3[CH:29]=[N:28][CH:27]=[N:26]3)[C:11]3=[C:15]([CH3:19])[N:16]=[C:17]([CH3:18])[N:10]3[N:9]=2)=[CH:4][CH:3]=1. The catalyst class is: 12.